From a dataset of Full USPTO retrosynthesis dataset with 1.9M reactions from patents (1976-2016). Predict the reactants needed to synthesize the given product. (1) The reactants are: [CH3:1][Zn]C.[C:4]([C:8]1[C:9]([O:24][CH2:25][CH:26]([F:28])[F:27])=[C:10]([C:18]#[C:19][Si:20]([CH3:23])([CH3:22])[CH3:21])[CH:11]=[C:12]([C:14]([CH3:17])([CH3:16])[CH3:15])[CH:13]=1)([CH3:7])([CH3:6])[CH3:5].[Cl-].[NH4+]. Given the product [C:4]([C:8]1[C:9]([O:24][CH2:25][CH:26]([F:28])[F:27])=[C:10]([C:18]([CH3:1])=[CH:19][Si:20]([CH3:23])([CH3:22])[CH3:21])[CH:11]=[C:12]([C:14]([CH3:17])([CH3:16])[CH3:15])[CH:13]=1)([CH3:5])([CH3:6])[CH3:7], predict the reactants needed to synthesize it. (2) Given the product [N:16]1[CH:17]=[CH:18][CH:19]=[C:14]([C:11]2([C:9]3[NH:1][C:2]4=[N:3][C:4]([N:20]5[CH2:25][CH2:24][CH2:23][C@@H:22]([C:26]([N:28]6[CH2:32][CH2:31][CH2:30][CH2:29]6)=[O:27])[CH2:21]5)=[CH:5][CH:6]=[C:7]4[N:8]=3)[CH2:13][CH2:12]2)[CH:15]=1, predict the reactants needed to synthesize it. The reactants are: [NH2:1][C:2]1[C:7]([NH:8][C:9]([C:11]2([C:14]3[CH:15]=[N:16][CH:17]=[CH:18][CH:19]=3)[CH2:13][CH2:12]2)=O)=[CH:6][CH:5]=[C:4]([N:20]2[CH2:25][CH2:24][CH2:23][C@@H:22]([C:26]([N:28]3[CH2:32][CH2:31][CH2:30][CH2:29]3)=[O:27])[CH2:21]2)[N:3]=1.C[O-].[Na+]. (3) Given the product [C:1]([O:4][C:5]1[CH:10]=[CH:9][C:8]([CH:11]2[CH:20]([OH:21])[C:19]3[C:14](=[CH:15][C:16]([O:22][C:23](=[O:25])[CH3:24])=[CH:17][CH:18]=3)[O:13][CH:12]2[CH2:26][CH2:27][CH3:28])=[CH:7][CH:6]=1)(=[O:3])[CH3:2], predict the reactants needed to synthesize it. The reactants are: [C:1]([O:4][C:5]1[CH:10]=[CH:9][C:8]([C:11]2[C:20](=[O:21])[C:19]3[C:14](=[CH:15][C:16]([O:22][C:23](=[O:25])[CH3:24])=[CH:17][CH:18]=3)[O:13][C:12]=2[CH2:26][CH2:27][CH3:28])=[CH:7][CH:6]=1)(=[O:3])[CH3:2]. (4) Given the product [Cl:1][C:2]1[N:7]=[C:6]([NH:11][CH:12]2[CH2:17][CH2:16][N:15]([C:18]3[CH:25]=[CH:24][C:21]([C:22]#[N:23])=[CH:20][N:19]=3)[CH2:14][CH2:13]2)[C:5]([CH3:9])=[CH:4][N:3]=1, predict the reactants needed to synthesize it. The reactants are: [Cl:1][C:2]1[N:7]=[C:6](Cl)[C:5]([CH3:9])=[CH:4][N:3]=1.Cl.[NH2:11][CH:12]1[CH2:17][CH2:16][N:15]([C:18]2[CH:25]=[CH:24][C:21]([C:22]#[N:23])=[CH:20][N:19]=2)[CH2:14][CH2:13]1. (5) Given the product [CH3:25][O:26][CH2:27][CH2:28][CH2:29][O:23][C:22]([C:11]1[CH:12]=[N:13][C:14]2[C:19]([C:10]=1[S:7]([CH2:6][C:3]1[CH:4]=[CH:5][O:1][CH:2]=1)(=[O:9])=[O:8])=[CH:18][CH:17]=[CH:16][C:15]=2[O:20][CH3:21])=[O:24], predict the reactants needed to synthesize it. The reactants are: [O:1]1[CH:5]=[CH:4][C:3]([CH2:6][S:7]([C:10]2[C:19]3[C:14](=[C:15]([O:20][CH3:21])[CH:16]=[CH:17][CH:18]=3)[N:13]=[CH:12][C:11]=2[C:22]([OH:24])=[O:23])(=[O:9])=[O:8])=[CH:2]1.[CH3:25][O:26][CH2:27][CH2:28][CH2:29]Br. (6) Given the product [C:6]([O:10][C:11]([N:13]1[CH2:18][CH2:17][CH:16]([CH2:19][CH:20]=[CH2:1])[CH2:15][CH2:14]1)=[O:12])([CH3:9])([CH3:8])[CH3:7], predict the reactants needed to synthesize it. The reactants are: [CH2:1]([Li])CCC.[C:6]([O:10][C:11]([N:13]1[CH2:18][CH2:17][CH:16]([CH2:19][CH:20]=O)[CH2:15][CH2:14]1)=[O:12])([CH3:9])([CH3:8])[CH3:7]. (7) Given the product [NH:1]([CH:2]1[CH2:3][CH2:4][N:5]([C:8]([O:10][CH2:11][C:12]2[CH:17]=[CH:16][CH:15]=[CH:14][CH:13]=2)=[O:9])[CH2:6][CH2:7]1)[C:23]([NH2:25])=[NH:18], predict the reactants needed to synthesize it. The reactants are: [NH2:1][CH:2]1[CH2:7][CH2:6][N:5]([C:8]([O:10][CH2:11][C:12]2[CH:17]=[CH:16][CH:15]=[CH:14][CH:13]=2)=[O:9])[CH2:4][CH2:3]1.[N:18]1([C:23]([NH2:25])=O)C=CC=N1.